From a dataset of Catalyst prediction with 721,799 reactions and 888 catalyst types from USPTO. Predict which catalyst facilitates the given reaction. (1) Reactant: [Br:1][C:2]1[CH:7]=[C:6]([N+:8]([O-])=O)[C:5]([NH2:11])=[C:4]([CH3:12])[CH:3]=1.O.O.[Sn](Cl)(Cl)(Cl)Cl. Product: [Br:1][C:2]1[CH:7]=[C:6]([NH2:8])[C:5]([NH2:11])=[C:4]([CH3:12])[CH:3]=1. The catalyst class is: 8. (2) Reactant: I.[Cl:2][C:3]1[CH:12]=[CH:11][C:10]([Cl:13])=[C:9]2[C:4]=1[CH:5]([CH3:16])[NH:6][C:7](SC)=[N:8]2.[OH-].[NH4+:18].[OH-].[Na+].OO. Product: [Cl:2][C:3]1[CH:12]=[CH:11][C:10]([Cl:13])=[C:9]2[C:4]=1[CH:5]([CH3:16])[NH:6][C:7]([NH2:18])=[N:8]2. The catalyst class is: 47.